This data is from Full USPTO retrosynthesis dataset with 1.9M reactions from patents (1976-2016). The task is: Predict the reactants needed to synthesize the given product. (1) Given the product [NH2:16][C:12]1[C:11]2[N:17]=[C:18]([CH2:24][O:25][CH2:26][CH3:27])[N:19]([NH:20][CH:21]([CH3:22])[CH3:23])[C:10]=2[C:9]2[CH:8]=[CH:7][C:6]([O:5][CH2:4][CH2:3][CH2:2][NH:1][S:36]([CH3:35])(=[O:38])=[O:37])=[CH:15][C:14]=2[N:13]=1, predict the reactants needed to synthesize it. The reactants are: [NH2:1][CH2:2][CH2:3][CH2:4][O:5][C:6]1[CH:7]=[CH:8][C:9]2[C:10]3[N:19]([NH:20][CH:21]([CH3:23])[CH3:22])[C:18]([CH2:24][O:25][CH2:26][CH3:27])=[N:17][C:11]=3[C:12]([NH2:16])=[N:13][C:14]=2[CH:15]=1.C(N(CC)CC)C.[CH3:35][S:36](Cl)(=[O:38])=[O:37]. (2) Given the product [OH:21][N:20]=[C:1]([C:3]1[CH:4]=[CH:5][C:6]([C:7]([O:9][CH2:10][CH2:11][CH2:12][CH:13]2[O:14][CH2:15][CH2:16][O:17]2)=[O:8])=[CH:18][CH:19]=1)[NH2:2], predict the reactants needed to synthesize it. The reactants are: [C:1]([C:3]1[CH:19]=[CH:18][C:6]([C:7]([O:9][CH2:10][CH2:11][CH2:12][CH:13]2[O:17][CH2:16][CH2:15][O:14]2)=[O:8])=[CH:5][CH:4]=1)#[N:2].[NH2:20][OH:21].